Dataset: Full USPTO retrosynthesis dataset with 1.9M reactions from patents (1976-2016). Task: Predict the reactants needed to synthesize the given product. (1) Given the product [CH3:13][O:12][C:8]1[C:7]([O:14][CH3:15])=[C:6]2[C:11]([C:2]([NH:22][C@@H:19]3[CH2:20][CH2:21][O:17][CH2:18]3)=[N:3][CH:4]=[N:5]2)=[CH:10][CH:9]=1, predict the reactants needed to synthesize it. The reactants are: Cl[C:2]1[C:11]2[C:6](=[C:7]([O:14][CH3:15])[C:8]([O:12][CH3:13])=[CH:9][CH:10]=2)[N:5]=[CH:4][N:3]=1.Cl.[O:17]1[CH2:21][CH2:20][C@@H:19]([NH2:22])[CH2:18]1. (2) Given the product [C:1]([O-:6])(=[O:5])[CH:2]([CH3:4])[OH:3].[NH4+:7].[C:1]([OH:6])(=[O:5])[CH:2]([CH3:4])[OH:3], predict the reactants needed to synthesize it. The reactants are: [C:1]([O-:6])(=[O:5])[CH:2]([CH3:4])[OH:3].[NH4+:7].P(OCCCC)(OCCCC)(OCCCC)=O.